Dataset: Full USPTO retrosynthesis dataset with 1.9M reactions from patents (1976-2016). Task: Predict the reactants needed to synthesize the given product. (1) The reactants are: [CH3:1][C:2]1[N:29]=[C:5]2[NH:6][C:7](=[O:28])[C:8]([CH2:13][C:14]3[CH:19]=[CH:18][C:17]([C:20]4[C:21]([C:26]#[N:27])=[CH:22][CH:23]=[CH:24][CH:25]=4)=[CH:16][CH:15]=3)=[C:9]([CH2:10][CH2:11][CH3:12])[N:4]2[N:3]=1.CI.[C:32](=O)([O-])[O-].[K+].[K+].CN(C)C=O. Given the product [CH3:1][C:2]1[N:29]=[C:5]2[N:6]([CH3:32])[C:7](=[O:28])[C:8]([CH2:13][C:14]3[CH:19]=[CH:18][C:17]([C:20]4[C:21]([C:26]#[N:27])=[CH:22][CH:23]=[CH:24][CH:25]=4)=[CH:16][CH:15]=3)=[C:9]([CH2:10][CH2:11][CH3:12])[N:4]2[N:3]=1, predict the reactants needed to synthesize it. (2) Given the product [CH3:23][C:20]1[CH:21]=[CH:22][C:17]([S:14]([CH:13]([C:9]2[CH:10]=[CH:11][CH:12]=[C:7]([I:6])[CH:8]=2)[N+:24]#[C-:25])(=[O:16])=[O:15])=[CH:18][CH:19]=1, predict the reactants needed to synthesize it. The reactants are: O=P(Cl)(Cl)Cl.[I:6][C:7]1[CH:8]=[C:9]([CH:13]([NH:24][CH:25]=O)[S:14]([C:17]2[CH:22]=[CH:21][C:20]([CH3:23])=[CH:19][CH:18]=2)(=[O:16])=[O:15])[CH:10]=[CH:11][CH:12]=1.CCN(CC)CC.CCOC(C)=O. (3) Given the product [OH:20][C:19]1[CH:18]=[CH:17][C:16]([C:15]([F:14])([F:29])[F:30])=[CH:28][C:27]=1[CH:33]=[O:34], predict the reactants needed to synthesize it. The reactants are: C([Li])CCC.CN(C)CCN(C)C.[F:14][C:15]([F:30])([F:29])[C:16]1[CH:28]=[CH:27][C:19]([O:20]C2CCCCO2)=[CH:18][CH:17]=1.CN(C)[CH:33]=[O:34].Cl.